Dataset: Full USPTO retrosynthesis dataset with 1.9M reactions from patents (1976-2016). Task: Predict the reactants needed to synthesize the given product. (1) Given the product [Cl:26][C:23]1[CH:24]=[CH:25][C:20]([CH:19]([C:27]2[CH:32]=[CH:31][C:30]([Cl:33])=[CH:29][CH:28]=2)[N:17]2[CH2:18][CH:15]([N:10]([S:11]([CH3:14])(=[O:12])=[O:13])[C:6]3[CH:5]=[C:4]([CH:9]=[CH:8][CH:7]=3)[C:3]([NH:39][C:40]3[CH:45]=[CH:44][CH:43]=[CH:42][N:41]=3)=[O:34])[CH2:16]2)=[CH:21][CH:22]=1, predict the reactants needed to synthesize it. The reactants are: CO[C:3](=[O:34])[C:4]1[CH:9]=[CH:8][CH:7]=[C:6]([N:10]([CH:15]2[CH2:18][N:17]([CH:19]([C:27]3[CH:32]=[CH:31][C:30]([Cl:33])=[CH:29][CH:28]=3)[C:20]3[CH:25]=[CH:24][C:23]([Cl:26])=[CH:22][CH:21]=3)[CH2:16]2)[S:11]([CH3:14])(=[O:13])=[O:12])[CH:5]=1.C[Al](C)C.[NH2:39][C:40]1[CH:45]=[CH:44][CH:43]=[CH:42][N:41]=1. (2) Given the product [CH2:19]([C:2]1[CH:3]=[C:4]2[C:9](=[C:10]([F:12])[CH:11]=1)[N:8]=[CH:7][CH:6]=[CH:5]2)[CH2:20][CH2:21][CH3:22], predict the reactants needed to synthesize it. The reactants are: Br[C:2]1[CH:3]=[C:4]2[C:9](=[C:10]([F:12])[CH:11]=1)[N:8]=[CH:7][CH:6]=[CH:5]2.C(=O)([O-])[O-].[K+].[K+].[CH2:19](B([CH2:19][CH2:20][CH2:21][CH3:22])[CH2:19][CH2:20][CH2:21][CH3:22])[CH2:20][CH2:21][CH3:22].[Cl-]. (3) Given the product [C:1]([O:5][C:6](=[O:35])[CH2:7][O:8][C:9]1[C:18]2[CH2:17][CH2:16][CH2:15][C@@H:14]([N:19]([S:21]([C:24]3[CH:29]=[C:28]([C:30]([F:33])([F:31])[F:32])[CH:27]=[C:26]([S:41][CH:36]4[CH2:40][CH2:39][CH2:38][CH2:37]4)[CH:25]=3)(=[O:22])=[O:23])[CH3:20])[C:13]=2[CH:12]=[CH:11][CH:10]=1)([CH3:2])([CH3:4])[CH3:3], predict the reactants needed to synthesize it. The reactants are: [C:1]([O:5][C:6](=[O:35])[CH2:7][O:8][C:9]1[C:18]2[CH2:17][CH2:16][CH2:15][C@@H:14]([N:19]([S:21]([C:24]3[CH:29]=[C:28]([C:30]([F:33])([F:32])[F:31])[CH:27]=[C:26](F)[CH:25]=3)(=[O:23])=[O:22])[CH3:20])[C:13]=2[CH:12]=[CH:11][CH:10]=1)([CH3:4])([CH3:3])[CH3:2].[CH:36]1([SH:41])[CH2:40][CH2:39][CH2:38][CH2:37]1. (4) Given the product [C:17]1([C@H:9]2[CH2:8][C@@H:7]([C:5]3[O:4][NH:3][C:2](=[O:1])[CH:6]=3)[CH2:12][CH2:11][NH:10]2)[CH:18]=[CH:19][CH:20]=[CH:21][CH:22]=1, predict the reactants needed to synthesize it. The reactants are: [O:1]=[C:2]1[CH:6]=[C:5]([C@H:7]2[CH2:12][CH2:11][N:10](C(OC)=O)[C@@H:9]([C:17]3[CH:22]=[CH:21][CH:20]=[CH:19][CH:18]=3)[CH2:8]2)[O:4][NH:3]1.Br. (5) Given the product [Cl:1][C:2]1[CH:7]=[CH:6][C:5]([CH:8]([C:20]2[CH:25]=[CH:24][C:23]([Cl:26])=[CH:22][CH:21]=2)[C:9]2[CH:10]=[C:11]3[C:16](=[CH:17][CH:18]=2)[N:15]=[CH:14][N:13]=[C:12]3[NH:33][CH:34]2[CH2:35][CH2:36][N:37]([CH2:40][C:41]3[CH:50]=[CH:49][C:44]([C:45]([O:47][CH3:48])=[O:46])=[CH:43][CH:42]=3)[CH2:38][CH2:39]2)=[CH:4][CH:3]=1, predict the reactants needed to synthesize it. The reactants are: [Cl:1][C:2]1[CH:7]=[CH:6][C:5]([CH:8]([C:20]2[CH:25]=[CH:24][C:23]([Cl:26])=[CH:22][CH:21]=2)[C:9]2[CH:10]=[C:11]3[C:16](=[CH:17][CH:18]=2)[N:15]=[CH:14][N:13]=[C:12]3Cl)=[CH:4][CH:3]=1.CC(O)C.Cl.Cl.[NH2:33][CH:34]1[CH2:39][CH2:38][N:37]([CH2:40][C:41]2[CH:50]=[CH:49][C:44]([C:45]([O:47][CH3:48])=[O:46])=[CH:43][CH:42]=2)[CH2:36][CH2:35]1. (6) Given the product [N+:8]([C:7]1[CH:6]=[CH:5][C:4]([O:11][CH2:16][C:17]2[CH:26]=[CH:25][C:24]3[C:19](=[CH:20][CH:21]=[CH:22][CH:23]=3)[N:18]=2)=[CH:3][C:2]=1[NH2:1])([O-:10])=[O:9], predict the reactants needed to synthesize it. The reactants are: [NH2:1][C:2]1[CH:3]=[C:4]([OH:11])[CH:5]=[CH:6][C:7]=1[N+:8]([O-:10])=[O:9].[OH-].[Na+].Cl.Cl[CH2:16][C:17]1[CH:26]=[CH:25][C:24]2[C:19](=[CH:20][CH:21]=[CH:22][CH:23]=2)[N:18]=1.CCOC(C)=O.